From a dataset of Reaction yield outcomes from USPTO patents with 853,638 reactions. Predict the reaction yield, written as a fraction of the theoretical maximum amount of product (1.0 means a 100% yield; for example, 0.34 means a 34% yield). (1) The reactants are [CH3:1][N:2]1[C:7](=[O:8])[CH2:6][N:5]2[N:9]=[C:10]([N+:12]([O-])=O)[CH:11]=[C:4]2[CH2:3]1.[H][H]. The catalyst is C(O)C.[Pd]. The product is [NH2:12][C:10]1[CH:11]=[C:4]2[CH2:3][N:2]([CH3:1])[C:7](=[O:8])[CH2:6][N:5]2[N:9]=1. The yield is 0.840. (2) The reactants are Cl.[C:2]1([C:8]2[CH:9]=[N:10][NH:11][CH:12]=2)[CH:7]=[CH:6][CH:5]=[CH:4][CH:3]=1.CCN(C(C)C)C(C)C.Cl[C:23](Cl)([O:25]C(=O)OC(Cl)(Cl)Cl)Cl.Cl.[NH2:35][CH2:36][C:37]([N:39]1[CH2:44][CH2:43][N:42]([C:45](=[O:56])[C:46]2[CH:51]=[CH:50][CH:49]=[CH:48][C:47]=2[C:52]([F:55])([F:54])[F:53])[CH2:41][CH2:40]1)=[O:38]. The catalyst is C(Cl)Cl.O. The product is [O:38]=[C:37]([N:39]1[CH2:40][CH2:41][N:42]([C:45](=[O:56])[C:46]2[CH:51]=[CH:50][CH:49]=[CH:48][C:47]=2[C:52]([F:55])([F:53])[F:54])[CH2:43][CH2:44]1)[CH2:36][NH:35][C:23]([N:10]1[CH:9]=[C:8]([C:2]2[CH:3]=[CH:4][CH:5]=[CH:6][CH:7]=2)[CH:12]=[N:11]1)=[O:25]. The yield is 0.330. (3) The reactants are Cl.[OH:2][C@H:3]1[CH2:7][NH:6][C@H:5]([C:8]([NH:10][CH2:11][C:12]2[CH:17]=[CH:16][C:15]([C:18]3[S:22][CH:21]=[N:20][C:19]=3[CH3:23])=[CH:14][CH:13]=2)=[O:9])[CH2:4]1.CC(C)(C)[O:26][C:27](=[O:49])[CH2:28][CH2:29][O:30][CH2:31][CH2:32][O:33][CH2:34][CH2:35][O:36][CH2:37][CH2:38][O:39][C:40]1[CH:41]=[C:42]([CH:46]=[CH:47][CH:48]=1)[C:43](O)=[O:44].CCN(C(C)C)C(C)C.CN(C(ON1N=NC2C=CC=NC1=2)=[N+](C)C)C.F[P-](F)(F)(F)(F)F. The catalyst is CN(C=O)C.O. The product is [OH:2][C@H:3]1[CH2:7][N:6]([C:43]([C:42]2[CH:41]=[C:40]([CH:48]=[CH:47][CH:46]=2)[O:39][CH2:38][CH2:37][O:36][CH2:35][CH2:34][O:33][CH2:32][CH2:31][O:30][CH2:29][CH2:28][C:27]([OH:49])=[O:26])=[O:44])[C@H:5]([C:8](=[O:9])[NH:10][CH2:11][C:12]2[CH:13]=[CH:14][C:15]([C:18]3[S:22][CH:21]=[N:20][C:19]=3[CH3:23])=[CH:16][CH:17]=2)[CH2:4]1. The yield is 0.450. (4) The reactants are Cl[C:2]1[N:7]=[C:6]([CH3:8])[N:5]=[C:4]([N:9]([CH2:19][C:20]2[CH:25]=[CH:24][C:23]([O:26][CH3:27])=[CH:22][CH:21]=2)[CH2:10][C:11]2[CH:16]=[CH:15][C:14]([O:17][CH3:18])=[CH:13][CH:12]=2)[N:3]=1.[C:28]([O:32][C:33]([N:35]1[CH2:40][CH2:39][N:38]([CH:41]([C:43]2[CH:44]=[C:45](B(O)O)[C:46]([F:49])=[N:47][CH:48]=2)[CH3:42])[CH2:37][CH2:36]1)=[O:34])([CH3:31])([CH3:30])[CH3:29].C([O-])(=O)C.[K+]. The catalyst is O1CCOCC1.ClCCl.O.[Cl-].[Na+].O. The product is [CH3:18][O:17][C:14]1[CH:15]=[CH:16][C:11]([CH2:10][N:9]([CH2:19][C:20]2[CH:25]=[CH:24][C:23]([O:26][CH3:27])=[CH:22][CH:21]=2)[C:4]2[N:5]=[C:6]([CH3:8])[N:7]=[C:2]([C:45]3[CH:44]=[C:43]([CH:41]([N:38]4[CH2:37][CH2:36][N:35]([C:33]([O:32][C:28]([CH3:29])([CH3:31])[CH3:30])=[O:34])[CH2:40][CH2:39]4)[CH3:42])[CH:48]=[N:47][C:46]=3[F:49])[N:3]=2)=[CH:12][CH:13]=1. The yield is 1.00. (5) The reactants are [C:1]([C:3]([C:6]1[CH:7]=[C:8]([CH:37]=[CH:38][CH:39]=1)[C:9]([NH:11][C:12]1[CH:13]=[CH:14][C:15]([CH3:36])=[C:16]([NH:18][C:19]([C:21]2[S:35][C:24]3=[N:25][C:26]([NH:29][CH2:30][CH2:31][N:32]([CH3:34])[CH3:33])=[CH:27][N:28]=[C:23]3[CH:22]=2)=[O:20])[CH:17]=1)=[O:10])([CH3:5])[CH3:4])#[N:2].[ClH:40]. The catalyst is O1CCOCC1. The product is [ClH:40].[C:1]([C:3]([C:6]1[CH:7]=[C:8]([CH:37]=[CH:38][CH:39]=1)[C:9]([NH:11][C:12]1[CH:13]=[CH:14][C:15]([CH3:36])=[C:16]([NH:18][C:19]([C:21]2[S:35][C:24]3=[N:25][C:26]([NH:29][CH2:30][CH2:31][N:32]([CH3:33])[CH3:34])=[CH:27][N:28]=[C:23]3[CH:22]=2)=[O:20])[CH:17]=1)=[O:10])([CH3:5])[CH3:4])#[N:2]. The yield is 1.00. (6) The catalyst is O1CCOCC1. The reactants are [NH:1](C(OC(C)(C)C)=O)[CH2:2][C:3]([NH:5][CH2:6][C:7]([NH:9][C@H:10]([C:15]([OH:17])=[O:16])[CH2:11][CH:12]([CH3:14])[CH3:13])=[O:8])=[O:4].[CH3:25][N:26]1[C@@H:43]2[CH2:44][C:31]3[CH:32]=[CH:33][C:34]([O:45][CH3:46])=[C:35]4[O:36][C@H:37]5[C:38]([CH2:40][CH2:41][C@@H:42]2[C@:29]5([C:30]=34)[CH2:28][CH2:27]1)=[O:39].Cl. The yield is 0.860. The product is [CH3:14][CH:12]([CH2:11][C@H:10]([NH:9][C:7]([CH2:6][NH:5][C:3]([CH2:2][NH2:1])=[O:4])=[O:8])[C:15]([OH:17])=[O:16])[CH3:13].[CH3:25][N:26]1[C@@H:43]2[CH2:44][C:31]3[CH:32]=[CH:33][C:34]([O:45][CH3:46])=[C:35]4[O:36][C@H:37]5[C:38]([CH2:40][CH2:41][C@@H:42]2[C@:29]5([C:30]=34)[CH2:28][CH2:27]1)=[O:39].